Predict the product of the given reaction. From a dataset of Forward reaction prediction with 1.9M reactions from USPTO patents (1976-2016). (1) Given the reactants [I:1]N1C(=O)CCC1=O.[F:9][C:10]([F:19])([F:18])[C:11]1[C:12]([NH2:17])=[N:13][CH:14]=[CH:15][CH:16]=1, predict the reaction product. The product is: [I:1][C:15]1[CH:16]=[C:11]([C:10]([F:9])([F:18])[F:19])[C:12]([NH2:17])=[N:13][CH:14]=1. (2) Given the reactants Cl.[F:2][C:3]1[CH:8]=[CH:7][C:6]([C:9](=[O:21])[CH2:10][C:11](SC2C=CC(Cl)=CC=2)=[NH:12])=[CH:5][CH:4]=1.[Br:22][C:23]1[CH:29]=[C:28]([F:30])[C:26]([NH2:27])=[C:25]([F:31])[CH:24]=1, predict the reaction product. The product is: [Br:22][C:23]1[CH:29]=[C:28]([F:30])[C:26]([NH:27][C:11](=[NH:12])[CH2:10][C:9]([C:6]2[CH:5]=[CH:4][C:3]([F:2])=[CH:8][CH:7]=2)=[O:21])=[C:25]([F:31])[CH:24]=1. (3) Given the reactants [F:1][C:2]1[CH:25]=[CH:24][C:5]([CH2:6][C:7]2[C:15](=[O:16])[N:14]3[C:10]([NH:11][C:12]4[CH:20]=[CH:19][CH:18]=[CH:17][C:13]=43)=[C:9]([C:21]#[N:22])[C:8]=2[CH3:23])=[CH:4][CH:3]=1.[F:26]C1C=C(F)C=CC=1CC(C(C)=O)C(OC)=O, predict the reaction product. The product is: [F:26][C:24]1[CH:25]=[C:2]([F:1])[CH:3]=[CH:4][C:5]=1[CH2:6][C:7]1[C:15](=[O:16])[N:14]2[C:10]([NH:11][C:12]3[CH:20]=[CH:19][CH:18]=[CH:17][C:13]=32)=[C:9]([C:21]#[N:22])[C:8]=1[CH3:23]. (4) Given the reactants Cl.Cl.Cl.[CH:4]1([N:8]2[CH2:13][CH2:12][N:11]([C:14]3[N:15]=[CH:16][C:17]4[CH2:23][NH:22][CH2:21][CH2:20][C:18]=4[N:19]=3)[CH2:10][CH2:9]2)[CH2:7][CH2:6][CH2:5]1.[CH3:24][C:25]([C:27]1[CH:32]=[CH:31][C:30](Br)=[CH:29][CH:28]=1)=[O:26].C1C=CC(P(C2C(C3C(P(C4C=CC=CC=4)C4C=CC=CC=4)=CC=C4C=3C=CC=C4)=C3C(C=CC=C3)=CC=2)C2C=CC=CC=2)=CC=1.C(=O)([O-])[O-].[Cs+].[Cs+], predict the reaction product. The product is: [CH:4]1([N:8]2[CH2:9][CH2:10][N:11]([C:14]3[N:15]=[CH:16][C:17]4[CH2:23][N:22]([C:30]5[CH:31]=[CH:32][C:27]([C:25](=[O:26])[CH3:24])=[CH:28][CH:29]=5)[CH2:21][CH2:20][C:18]=4[N:19]=3)[CH2:12][CH2:13]2)[CH2:5][CH2:6][CH2:7]1. (5) Given the reactants [CH3:1][C:2]([SH:5])([CH3:4])[CH3:3].C[Si]([N-][Si](C)(C)C)(C)C.[Li+].CC1C=CC(S([O-])(=O)=O)=CC=1.[CH2:27]([C@@:30]1([CH3:56])[CH2:35][C@H:34]([C:36]2[CH:41]=[CH:40][CH:39]=[C:38]([Cl:42])[CH:37]=2)[C@@H:33]([C:43]2[CH:48]=[CH:47][C:46]([Cl:49])=[CH:45][CH:44]=2)[N+:32]2[C@@H:50]([CH:53]3[CH2:55][CH2:54]3)[CH2:51][O:52][C:31]1=2)[CH:28]=[CH2:29], predict the reaction product. The product is: [CH2:27]([C@@:30]1([CH3:56])[CH2:35][C@H:34]([C:36]2[CH:41]=[CH:40][CH:39]=[C:38]([Cl:42])[CH:37]=2)[C@@H:33]([C:43]2[CH:48]=[CH:47][C:46]([Cl:49])=[CH:45][CH:44]=2)[N:32]([C@@H:50]([CH:53]2[CH2:55][CH2:54]2)[CH2:51][S:5][C:2]([CH3:4])([CH3:3])[CH3:1])[C:31]1=[O:52])[CH:28]=[CH2:29].